The task is: Predict the reactants needed to synthesize the given product.. This data is from Full USPTO retrosynthesis dataset with 1.9M reactions from patents (1976-2016). (1) Given the product [CH:11]1([C:10]2[C:9]3[C:4](=[CH:5][C:6]([C:17]([O:19][CH3:20])=[O:18])=[CH:7][CH:8]=3)[N:3]([CH2:21][CH2:22][C:23]([O:25][CH3:26])=[O:24])[C:2]=2[C:36]2[CH:37]=[CH:38][CH:39]=[CH:40][C:35]=2[CH:33]=[O:34])[CH2:16][CH2:15][CH2:14][CH2:13][CH2:12]1, predict the reactants needed to synthesize it. The reactants are: Br[C:2]1[N:3]([CH2:21][CH2:22][C:23]([O:25][CH3:26])=[O:24])[C:4]2[C:9]([C:10]=1[CH:11]1[CH2:16][CH2:15][CH2:14][CH2:13][CH2:12]1)=[CH:8][CH:7]=[C:6]([C:17]([O:19][CH3:20])=[O:18])[CH:5]=2.C([O-])([O-])=O.[Na+].[Na+].[CH:33]([C:35]1[CH:40]=[CH:39][CH:38]=[CH:37][C:36]=1B(O)O)=[O:34]. (2) Given the product [CH3:1][N:2]1[CH2:7][CH2:6][N:5]([C:8]([O:10][C@@H:11]2[N:20]([C:21]3[CH:22]=[CH:23][C:24]([Cl:27])=[CH:25][N:26]=3)[C:18](=[O:19])[C:13]3[N:14]=[CH:15][CH:16]=[N:17][C:12]2=3)=[O:9])[CH2:4][CH2:3]1, predict the reactants needed to synthesize it. The reactants are: [CH3:1][N:2]1[CH2:7][CH2:6][N:5]([C:8]([O:10][C@@H:11]2[N:20]([C:21]3[CH:22]=[CH:23][C:24]([Cl:27])=[CH:25][N:26]=3)[C:18](=[O:19])[C:13]3[N:14]=[CH:15][CH:16]=[N:17][C:12]2=3)=[O:9])[CH2:4][CH2:3]1.C([O-])(=O)/C=C\C([O-])=O.Cl.C([O-])(=O)C.O.O.O.C([O-])(=O)C.[Na+].P([O-])([O-])([O-])=O.P([O-])(O)(O)=O.[K+].[OH-].[Na+]. (3) Given the product [CH:3]([CH2:5][S:6][S:7][CH2:8][CH2:9][CH2:10][CH2:11][CH2:12][CH2:13][CH2:14][CH3:15])=[O:2], predict the reactants needed to synthesize it. The reactants are: C[O:2][C:3]([CH2:5][S:6][S:7][CH2:8][CH2:9][CH2:10][CH2:11][CH2:12][CH2:13][CH2:14][CH3:15])=O.CC(C[AlH]CC(C)C)C.O. (4) Given the product [C:22]([CH2:12][C:13]1([C:17]([O:19][CH2:20][CH3:21])=[O:18])[CH2:14][CH2:15][CH2:16]1)#[N:23], predict the reactants needed to synthesize it. The reactants are: S(O[CH2:12][C:13]1([C:17]([O:19][CH2:20][CH3:21])=[O:18])[CH2:16][CH2:15][CH2:14]1)(C1C=CC(C)=CC=1)(=O)=O.[C-:22]#[N:23].[Na+]. (5) Given the product [N:16]1([C:2]2[N:3]=[CH:4][CH:5]=[C:6]3[CH:10]=[CH:9][O:8][C:7]=23)[CH2:21][CH2:20][NH:19][CH2:18][CH2:17]1, predict the reactants needed to synthesize it. The reactants are: Cl[C:2]1[N:3]=[CH:4][CH:5]=[C:6]2[CH:10]=[CH:9][O:8][C:7]=12.C(=O)([O-])O.[Na+].[NH:16]1[CH2:21][CH2:20][NH:19][CH2:18][CH2:17]1. (6) Given the product [NH:1]1[C:5]2[CH:6]=[CH:7][CH:8]=[CH:9][C:4]=2[N:3]=[C:2]1[C:10]1[CH:11]=[C:12]([NH:13][C:32]([C:29]2[CH:30]=[CH:31][C:26]([C:23]3[CH:24]=[CH:25][C:20]([C:19]([F:36])([F:35])[F:18])=[CH:21][CH:22]=3)=[CH:27][C:28]=2[CH3:38])=[O:34])[CH:14]=[CH:15][C:16]=1[Cl:17], predict the reactants needed to synthesize it. The reactants are: [NH:1]1[C:5]2[CH:6]=[CH:7][CH:8]=[CH:9][C:4]=2[N:3]=[C:2]1[C:10]1[CH:11]=[C:12]([CH:14]=[CH:15][C:16]=1[Cl:17])[NH2:13].[F:18][C:19]([F:36])([F:35])[C:20]1[CH:25]=[CH:24][C:23]([C:26]2[CH:31]=[CH:30][C:29]([C:32]([OH:34])=O)=[CH:28][CH:27]=2)=[CH:22][CH:21]=1.Br[C:38]1C=CC(C(O)=O)=CC=1.CC1C=C(C2C=CC=CC=2)C=CC=1C(O)=O.C1(C2C=CC=CC=2)C=CC(C(O)=O)=CC=1.